From a dataset of Peptide-MHC class II binding affinity with 134,281 pairs from IEDB. Regression. Given a peptide amino acid sequence and an MHC pseudo amino acid sequence, predict their binding affinity value. This is MHC class II binding data. (1) The peptide sequence is AAATAWTTVYGAFAA. The MHC is HLA-DQA10102-DQB10602 with pseudo-sequence HLA-DQA10102-DQB10602. The binding affinity (normalized) is 0.762. (2) The peptide sequence is EKKYFAATQFEPLAS. The MHC is HLA-DQA10501-DQB10301 with pseudo-sequence HLA-DQA10501-DQB10301. The binding affinity (normalized) is 0.287.